Dataset: Catalyst prediction with 721,799 reactions and 888 catalyst types from USPTO. Task: Predict which catalyst facilitates the given reaction. (1) Reactant: [OH:1][C:2]1[CH:24]=[CH:23][CH:22]=[CH:21][C:3]=1[CH2:4][NH:5][CH2:6][CH2:7][NH:8][C@H:9]([C:14]([O:16][C:17]([CH3:20])([CH3:19])[CH3:18])=[O:15])[C:10]([CH3:13])([CH3:12])[CH3:11].[C:25](=O)(ON1C(=O)CCC1=O)[O:26]N1C(=O)CCC1=O.C(N(CC)CC)C. Product: [OH:1][C:2]1[CH:24]=[CH:23][CH:22]=[CH:21][C:3]=1[CH2:4][N:5]1[CH2:6][CH2:7][N:8]([C@@H:9]([C:10]([CH3:13])([CH3:12])[CH3:11])[C:14]([O:16][C:17]([CH3:18])([CH3:20])[CH3:19])=[O:15])[C:25]1=[O:26]. The catalyst class is: 68. (2) Reactant: [CH3:1][C:2]1[CH:7]=[C:6]([CH3:8])[NH:5][C:4](=[O:9])[C:3]=1[CH2:10][NH:11][C:12]([C:14]1[C:15]2[C:16]([CH3:34])=[CH:17][N:18]([CH:31]([CH3:33])[CH3:32])[C:19]=2[CH:20]=[C:21]([C:23]2[CH:24]=[N:25][C:26]([CH:29]=O)=[CH:27][CH:28]=2)[CH:22]=1)=[O:13].[NH:35]1[CH2:39][CH2:38][CH2:37][CH2:36]1.S([O-])([O-])(=O)=O.[Na+].[Na+].[BH4-].[Na+]. Product: [CH3:1][C:2]1[CH:7]=[C:6]([CH3:8])[NH:5][C:4](=[O:9])[C:3]=1[CH2:10][NH:11][C:12]([C:14]1[C:15]2[C:16]([CH3:34])=[CH:17][N:18]([CH:31]([CH3:33])[CH3:32])[C:19]=2[CH:20]=[C:21]([C:23]2[CH:24]=[N:25][C:26]([CH2:29][N:35]3[CH2:39][CH2:38][CH2:37][CH2:36]3)=[CH:27][CH:28]=2)[CH:22]=1)=[O:13]. The catalyst class is: 61.